This data is from Full USPTO retrosynthesis dataset with 1.9M reactions from patents (1976-2016). The task is: Predict the reactants needed to synthesize the given product. (1) Given the product [NH2:9][C:6]1[CH:7]=[CH:8][C:3]([O:2][CH3:1])=[C:4]([NH:12][C:13](=[O:16])[CH:14]=[CH2:15])[CH:5]=1, predict the reactants needed to synthesize it. The reactants are: [CH3:1][O:2][C:3]1[CH:8]=[CH:7][C:6]([N+:9]([O-])=O)=[CH:5][C:4]=1[NH:12][C:13](=[O:16])[CH:14]=[CH2:15].[OH-].[Na+]. (2) Given the product [OH:22][CH:3]1[CH:4]([CH3:5])[N:6]([O:20][CH3:21])[C:7](=[O:8])[N:9]1[C:10]1[CH:15]=[C:14]([C:16]([F:17])([F:18])[F:19])[CH:13]=[CH:12][N:11]=1, predict the reactants needed to synthesize it. The reactants are: CO[CH:3]([O:22]C)[CH:4]([N:6]([O:20][CH3:21])[C:7]([NH:9][C:10]1[CH:15]=[C:14]([C:16]([F:19])([F:18])[F:17])[CH:13]=[CH:12][N:11]=1)=[O:8])[CH3:5].O. (3) Given the product [C:1]([O:5][C:6]([NH:8][C:9]1[CH:14]=[C:13]([C:15]2[C:16]([C:18]3[CH:23]=[CH:22][C:21]([Cl:24])=[CH:20][CH:19]=3)=[N:36][NH:26][CH:25]=2)[CH:12]=[CH:11][N:10]=1)=[O:7])([CH3:4])([CH3:3])[CH3:2], predict the reactants needed to synthesize it. The reactants are: [C:1]([O:5][C:6]([NH:8][C:9]1[CH:14]=[C:13]([C:15](=[CH:25][N:26](C)C)[C:16]([C:18]2[CH:23]=[CH:22][C:21]([Cl:24])=[CH:20][CH:19]=2)=O)[CH:12]=[CH:11][N:10]=1)=[O:7])([CH3:4])([CH3:3])[CH3:2].C(OC([NH:36]C1C=C(C(=CN(C)C)C(C2C=CC(F)=CC=2)=O)C=CN=1)=O)(C)(C)C. (4) Given the product [C:19]([O:18][C:17](=[O:23])[NH:16][C@@H:14]([CH3:15])[CH2:13][O:12][NH2:3])([CH3:22])([CH3:20])[CH3:21], predict the reactants needed to synthesize it. The reactants are: O=C1C2C(=CC=CC=2)C(=O)[N:3]1[O:12][CH2:13][C@@H:14]([NH:16][C:17](=[O:23])[O:18][C:19]([CH3:22])([CH3:21])[CH3:20])[CH3:15].O.NN. (5) Given the product [ClH:18].[Cl:18][CH2:15][C:14]([C:10]1[CH:9]=[C:8]2[C:13](=[CH:12][CH:11]=1)[NH:4][CH2:5][CH2:6][CH2:7]2)=[O:17], predict the reactants needed to synthesize it. The reactants are: C([N:4]1[C:13]2[C:8](=[CH:9][C:10]([C:14](=[O:17])[CH2:15]Br)=[CH:11][CH:12]=2)[CH2:7][CH2:6][CH2:5]1)(=O)C.[ClH:18]. (6) Given the product [ClH:1].[CH3:2][O:3][C:4]1[CH:5]=[C:6](/[C:12](=[CH:15]/[C:16]2[S:17][C:18]([N:21]3[CH2:22][CH2:23][CH:24]([OH:27])[CH2:25][CH2:26]3)=[CH:19][CH:20]=2)/[C:13]#[N:14])[CH:7]=[CH:8][C:9]=1[O:10][CH3:11], predict the reactants needed to synthesize it. The reactants are: [ClH:1].[CH3:2][O:3][C:4]1[CH:5]=[C:6](/[C:12](=[CH:15]/[C:16]2[S:17][C:18]([N:21]3[CH2:26][CH2:25][CH:24]([OH:27])[CH2:23][CH2:22]3)=[CH:19][CH:20]=2)/[C:13]#[N:14])[CH:7]=[CH:8][C:9]=1[O:10][CH3:11]. (7) Given the product [Cl:38][C:15]1[N:10]2[N:9]=[C:8]([C:5]3[CH:4]=[CH:3][C:2]([F:1])=[CH:7][CH:6]=3)[C:20]([C:21]3[CH:26]=[CH:25][N:24]=[C:23]([N:27]4[CH2:28][CH2:29][CH2:30][CH2:31]4)[N:22]=3)=[C:11]2[CH:12]=[CH:13][C:14]=1[C:16]([F:19])([F:17])[F:18], predict the reactants needed to synthesize it. The reactants are: [F:1][C:2]1[CH:7]=[CH:6][C:5]([C:8]2[C:20]([C:21]3[CH:26]=[CH:25][N:24]=[C:23]([N:27]4[CH2:31][CH2:30][CH2:29][CH2:28]4)[N:22]=3)=[C:11]3[CH:12]=[CH:13][C:14]([C:16]([F:19])([F:18])[F:17])=[CH:15][N:10]3[N:9]=2)=[CH:4][CH:3]=1.C([Li])CCC.C(Cl)(Cl)(Cl)[Cl:38]. (8) Given the product [C:1]([OH:9])(=[O:8])[C:2]([CH2:4][C:5]([OH:7])=[O:6])=[CH2:3].[OH:12][CH2:13][CH:14]([CH2:16][OH:17])[OH:15], predict the reactants needed to synthesize it. The reactants are: [C:1]([OH:9])(=[O:8])[C:2]([CH2:4][C:5]([OH:7])=[O:6])=[CH2:3].[H][H].[OH:12][CH2:13][CH:14]([CH2:16][OH:17])[OH:15].